From a dataset of Full USPTO retrosynthesis dataset with 1.9M reactions from patents (1976-2016). Predict the reactants needed to synthesize the given product. (1) Given the product [CH2:10]([C:5]1[C:4]([O:18][CH3:19])=[CH:3][C:2]([Br:1])=[CH:7][C:6]=1[O:8][CH3:9])[C:12]1[CH:13]=[CH:14][CH:15]=[CH:16][CH:17]=1, predict the reactants needed to synthesize it. The reactants are: [Br:1][C:2]1[CH:7]=[C:6]([O:8][CH3:9])[C:5]([C:10]([C:12]2[CH:17]=[CH:16][CH:15]=[CH:14][CH:13]=2)=O)=[C:4]([O:18][CH3:19])[CH:3]=1.FC(F)(F)C(O)=O.C([SiH](CC)CC)C. (2) Given the product [CH3:14][O:13][C:10]1[CH:11]=[CH:12][C:7]([O:6][CH2:5][CH:4]=[O:3])=[CH:8][CH:9]=1, predict the reactants needed to synthesize it. The reactants are: C([O:3][CH:4](OCC)[CH2:5][O:6][C:7]1[CH:12]=[CH:11][C:10]([O:13][CH3:14])=[CH:9][CH:8]=1)C. (3) Given the product [Br:22][C:23]1[CH:24]=[C:25]([CH2:26][C:10]([C:11]([O:13][CH2:14][CH3:15])=[O:12])([C:16]([O:18][CH2:19][CH3:20])=[O:17])[CH2:9][C:7]([O:6][C:4]([CH3:3])([CH3:5])[CH3:21])=[O:8])[CH:28]=[C:29]([Br:32])[C:30]=1[F:31], predict the reactants needed to synthesize it. The reactants are: [H-].[Na+].[CH3:3][C:4]([CH3:21])([O:6][C:7]([CH2:9][CH:10]([C:16]([O:18][CH2:19][CH3:20])=[O:17])[C:11]([O:13][CH2:14][CH3:15])=[O:12])=[O:8])[CH3:5].[Br:22][C:23]1[CH:24]=[C:25]([CH:28]=[C:29]([Br:32])[C:30]=1[F:31])[CH2:26]Br.C(O)(=O)CC(CC(O)=O)(C(O)=O)O.